From a dataset of TCR-epitope binding with 47,182 pairs between 192 epitopes and 23,139 TCRs. Binary Classification. Given a T-cell receptor sequence (or CDR3 region) and an epitope sequence, predict whether binding occurs between them. The epitope is DPFRLLQNSQVFS. The TCR CDR3 sequence is CASSLVLAGVKTQYF. Result: 1 (the TCR binds to the epitope).